Dataset: Full USPTO retrosynthesis dataset with 1.9M reactions from patents (1976-2016). Task: Predict the reactants needed to synthesize the given product. (1) Given the product [Cl:45][C:37]1[C:36]([OH:35])=[C:43]([Cl:44])[CH:42]=[CH:41][C:38]=1[CH2:39][NH:3][CH2:4][CH2:5][CH2:6][CH2:7][CH2:8][CH2:9][CH2:10][CH2:11][CH2:12][N:13]1[CH2:18][CH2:17][CH:16]([O:19][C:20](=[O:34])[NH:21][C:22]2[CH:27]=[CH:26][CH:25]=[CH:24][C:23]=2[C:28]2[CH:33]=[CH:32][CH:31]=[CH:30][CH:29]=2)[CH2:15][CH2:14]1, predict the reactants needed to synthesize it. The reactants are: Cl.Cl.[NH2:3][CH2:4][CH2:5][CH2:6][CH2:7][CH2:8][CH2:9][CH2:10][CH2:11][CH2:12][N:13]1[CH2:18][CH2:17][CH:16]([O:19][C:20](=[O:34])[NH:21][C:22]2[CH:27]=[CH:26][CH:25]=[CH:24][C:23]=2[C:28]2[CH:33]=[CH:32][CH:31]=[CH:30][CH:29]=2)[CH2:15][CH2:14]1.[OH:35][C:36]1[C:37]([Cl:45])=[C:38]([CH:41]=[CH:42][C:43]=1[Cl:44])[CH:39]=O. (2) Given the product [C:1]1([C:7]2[N:11]([CH2:12][C:13]3[CH:26]=[CH:25][C:16]([C:17]([N:19]4[CH2:23][CH2:22][CH:21]([O:24][S:39]([CH3:38])(=[O:41])=[O:40])[CH2:20]4)=[O:18])=[CH:15][CH:14]=3)[C:10]3[CH:27]=[CH:28][CH:29]=[CH:30][C:9]=3[N:8]=2)[CH:2]=[CH:3][CH:4]=[CH:5][CH:6]=1, predict the reactants needed to synthesize it. The reactants are: [C:1]1([C:7]2[N:11]([CH2:12][C:13]3[CH:26]=[CH:25][C:16]([C:17]([N:19]4[CH2:23][CH2:22][CH:21]([OH:24])[CH2:20]4)=[O:18])=[CH:15][CH:14]=3)[C:10]3[CH:27]=[CH:28][CH:29]=[CH:30][C:9]=3[N:8]=2)[CH:6]=[CH:5][CH:4]=[CH:3][CH:2]=1.C(N(CC)CC)C.[CH3:38][S:39](Cl)(=[O:41])=[O:40]. (3) Given the product [CH2:1]([C:3]1([CH3:15])[CH:8]([CH3:9])[CH:7]([OH:10])[CH2:6][C:5]([CH2:12][CH3:13])([CH3:11])[N:4]1[O:14][CH:37]([CH3:38])[C:36]([O:35][CH2:34][CH2:33][O:32][C:30](=[O:31])[CH:29]=[CH2:40])=[O:39])[CH3:2], predict the reactants needed to synthesize it. The reactants are: [CH2:1]([C:3]1([CH3:15])[CH:8]([CH3:9])[C:7](=[O:10])[CH2:6][C:5]([CH2:12][CH3:13])([CH3:11])[N:4]1[OH:14])[CH3:2].CN(C)CCN(C)CCN(C)C.Br[CH:29]([CH3:40])[C:30]([O:32][CH2:33][CH2:34][O:35][C:36](=[O:39])[CH:37]=[CH2:38])=[O:31].